This data is from Forward reaction prediction with 1.9M reactions from USPTO patents (1976-2016). The task is: Predict the product of the given reaction. (1) Given the reactants C([O:9][CH2:10][C:11]1[CH:16]=[C:15]([O:17][CH2:18][CH2:19][CH2:20]Br)[C:14]([O:22][CH2:23][CH2:24][CH2:25]Br)=[C:13]([O:27][CH2:28][CH2:29][CH2:30]Br)[CH:12]=1)(=O)C1C=CC=CC=1.[BH4-].[Na+].[CH2:42]([Te:41][Te:41][CH2:42][CH2:43][CH2:44][CH2:45][CH2:46][CH3:47])[CH2:43][CH2:44][CH2:45][CH2:46][CH3:47], predict the reaction product. The product is: [CH2:42]([Te:41][CH2:20][CH2:19][CH2:18][O:17][C:15]1[CH:16]=[C:11]([CH:12]=[C:13]([O:27][CH2:28][CH2:29][CH2:30][Te:41][CH2:42][CH2:43][CH2:44][CH2:45][CH2:46][CH3:47])[C:14]=1[O:22][CH2:23][CH2:24][CH2:25][Te:41][CH2:42][CH2:43][CH2:44][CH2:45][CH2:46][CH3:47])[CH2:10][OH:9])[CH2:43][CH2:44][CH2:45][CH2:46][CH3:47]. (2) Given the reactants [Br:1][C:2]1[N:7]=C2C(=C)C[CH2:10][O:11][C:5]2=[CH:4][CH:3]=1.C[N+]1([O-])CC[O:17]CC1.[C:21]([OH:25])([CH3:24])([CH3:23])[CH3:22].OS([O-])=O.[Na+], predict the reaction product. The product is: [Br:1][C:2]1[N:7]=[C:22]2[C:21]([CH2:24][OH:17])([OH:25])[CH2:23][CH2:10][O:11][C:5]2=[CH:4][CH:3]=1. (3) Given the reactants [CH2:1]([O:3][P:4]([CH2:7][CH2:8][C:9]([C:11]1[CH:19]=[CH:18][C:14]([C:15]([OH:17])=O)=[CH:13][CH:12]=1)=[O:10])([CH3:6])=[O:5])[CH3:2].[NH2:20][C:21]1[CH:26]=[C:25]([C:27]2[S:28][CH:29]=[CH:30][CH:31]=2)[CH:24]=[CH:23][C:22]=1[NH:32][C:33](=[O:39])[O:34][C:35]([CH3:38])([CH3:37])[CH3:36].CCN(C(C)C)C(C)C.F[P-](F)(F)(F)(F)F.N1(O[P+](N(C)C)(N(C)C)N(C)C)C2C=CC=CC=2N=N1.C([O-])(O)=O.[Na+], predict the reaction product. The product is: [CH3:38][C:35]([O:34][C:33]([NH:32][C:22]1[CH:23]=[CH:24][C:25]([C:27]2[S:28][CH:29]=[CH:30][CH:31]=2)=[CH:26][C:21]=1[NH:20][C:15]([C:14]1[CH:13]=[CH:12][C:11]([C:9](=[O:10])[CH2:8][CH2:7][P:4]([CH3:6])(=[O:5])[O:3][CH2:1][CH3:2])=[CH:19][CH:18]=1)=[O:17])=[O:39])([CH3:36])[CH3:37]. (4) Given the reactants Br[C:2]1[CH:3]=[C:4]([C:7]([O:9][CH3:10])=[O:8])[O:5][CH:6]=1.C([O-])([O-])=O.[Na+].[Na+].[CH2:17]([N:19]1[C:23](B2OC(C)(C)C(C)(C)O2)=[CH:22][CH:21]=[N:20]1)[CH3:18], predict the reaction product. The product is: [CH2:17]([N:19]1[C:23]([C:2]2[CH:3]=[C:4]([C:7]([O:9][CH3:10])=[O:8])[O:5][CH:6]=2)=[CH:22][CH:21]=[N:20]1)[CH3:18]. (5) Given the reactants [CH3:1][C:2]([S:32][C:33]([C:46]1C=CC=C[CH:47]=1)(C1C=CC=CC=1)C1C=CC=CC=1)([CH3:31])[C@H:3]([NH:13][C:14](=[O:30])[O:15][CH2:16][CH:17]1[C:29]2[CH:28]=[CH:27][CH:26]=[CH:25][C:24]=2[C:23]2[C:18]1=[CH:19][CH:20]=[CH:21][CH:22]=2)[C:4](=[O:12])[NH:5][CH2:6][CH2:7]CCC=O.C(Cl)Cl.C(O)(C(F)(F)F)=O, predict the reaction product. The product is: [CH3:1][C:2]1([CH3:31])[S:32][C@H:33]2[CH2:46][CH2:47][CH2:7][CH2:6][N:5]2[C:4](=[O:12])[C@H:3]1[NH:13][C:14](=[O:30])[O:15][CH2:16][CH:17]1[C:29]2[CH:28]=[CH:27][CH:26]=[CH:25][C:24]=2[C:23]2[C:18]1=[CH:19][CH:20]=[CH:21][CH:22]=2. (6) Given the reactants C(OC(=O)[NH:10][CH2:11][CH:12]1[CH2:17][CH2:16][CH2:15][CH:14]([N:18]2[C:27]3[C:22](=[C:23]([Cl:28])[CH:24]=[N:25][CH:26]=3)[C:21]3=[N:29][O:30][C:31]([CH3:32])=[C:20]3[C:19]2=[O:33])[CH2:13]1)C1C=CC=CC=1.I[Si](C)(C)C.[C:40](O)(=[O:47])[C:41]1[CH:46]=[CH:45][CH:44]=[CH:43][CH:42]=1.Cl.CN(C)CCCN=C=NCC.ON1C2N=CC=CC=2N=N1.C(N(CC)C(C)C)(C)C, predict the reaction product. The product is: [Cl:28][C:23]1[CH:24]=[N:25][CH:26]=[C:27]2[C:22]=1[C:21]1=[N:29][O:30][C:31]([CH3:32])=[C:20]1[C:19](=[O:33])[N:18]2[CH:14]1[CH2:15][CH2:16][CH2:17][CH:12]([CH2:11][NH:10][C:40](=[O:47])[C:41]2[CH:46]=[CH:45][CH:44]=[CH:43][CH:42]=2)[CH2:13]1. (7) Given the reactants Cl.[Cl:2][C:3]1[CH:4]=[C:5]2[C:9](=[CH:10][CH:11]=1)[NH:8][CH:7]=[C:6]2[CH2:12][CH2:13][NH2:14].[CH3:15][C:16]1[N:17]=[CH:18][O:19][C:20]=1[C:21](Cl)=[O:22].C(N(CC)CC)C.C(OCC)(=O)C, predict the reaction product. The product is: [Cl:2][C:3]1[CH:4]=[C:5]2[C:9](=[CH:10][CH:11]=1)[NH:8][CH:7]=[C:6]2[CH2:12][CH2:13][NH:14][C:21]([C:20]1[O:19][CH:18]=[N:17][C:16]=1[CH3:15])=[O:22]. (8) Given the reactants [C:1]([C:3]1[C:4]([I:15])=[C:5]([C:10]([O:12]CC)=[O:11])[S:6][C:7]=1[S:8][CH3:9])#[N:2].[OH-].[Na+], predict the reaction product. The product is: [C:1]([C:3]1[C:4]([I:15])=[C:5]([C:10]([OH:12])=[O:11])[S:6][C:7]=1[S:8][CH3:9])#[N:2]. (9) Given the reactants [F:1][CH:2]([F:23])[O:3][C:4]1[CH:9]=[CH:8][C:7]([C:10]2[CH:11]=[C:12]3[C:16](=[CH:17][CH:18]=2)[C:15](=[O:19])[O:14][CH2:13]3)=[C:6]([OH:20])[C:5]=1[O:21]C.C(=O)([O-])[O-].[K+].[K+].Br[CH2:31][C:32]1[CH:37]=[CH:36][C:35]([S:38]([CH3:41])(=[O:40])=[O:39])=[CH:34][CH:33]=1, predict the reaction product. The product is: [F:23][CH:2]([F:1])[O:3][C:4]1[CH:9]=[CH:8][C:7]([C:10]2[CH:11]=[C:12]3[C:16](=[CH:17][CH:18]=2)[C:15](=[O:19])[O:14][CH2:13]3)=[C:6]([O:20][CH2:31][C:32]2[CH:33]=[CH:34][C:35]([S:38]([CH3:41])(=[O:40])=[O:39])=[CH:36][CH:37]=2)[C:5]=1[OH:21].